From a dataset of Reaction yield outcomes from USPTO patents with 853,638 reactions. Predict the reaction yield, written as a fraction of the theoretical maximum amount of product (1.0 means a 100% yield; for example, 0.34 means a 34% yield). (1) The reactants are [CH:1]1([N:7]2[CH2:11][C@@H:10]([C:12]3[CH:17]=[CH:16][CH:15]=[CH:14][CH:13]=3)[N:9]([CH:18]3[CH2:23][CH2:22][N:21]([CH2:24][C:25]4[CH:33]=[CH:32][C:28]([C:29](O)=[O:30])=[CH:27][CH:26]=4)[CH2:20][CH2:19]3)[C:8]2=[O:34])[CH2:6][CH2:5][CH2:4][CH2:3][CH2:2]1.[CH2:35]([O:37][C:38]([C@@H:40]1[CH2:45][CH2:44][CH2:43][CH2:42][C@H:41]1[NH2:46])=[O:39])[CH3:36]. The catalyst is CN(C=O)C. The product is [CH2:35]([O:37][C:38]([C@@H:40]1[CH2:45][CH2:44][CH2:43][CH2:42][C@H:41]1[NH:46][C:29](=[O:30])[C:28]1[CH:32]=[CH:33][C:25]([CH2:24][N:21]2[CH2:22][CH2:23][CH:18]([N:9]3[C@H:10]([C:12]4[CH:13]=[CH:14][CH:15]=[CH:16][CH:17]=4)[CH2:11][N:7]([CH:1]4[CH2:6][CH2:5][CH2:4][CH2:3][CH2:2]4)[C:8]3=[O:34])[CH2:19][CH2:20]2)=[CH:26][CH:27]=1)=[O:39])[CH3:36]. The yield is 0.800. (2) The reactants are [Cl-].[Al+3].[Cl-].[Cl-].[Cl:5][CH2:6][C:7](Cl)=[O:8].[CH3:10][N:11]1[C:15]([CH3:16])=[CH:14][CH:13]=[C:12]1[CH3:17].[Cl-]. The catalyst is C(Cl)Cl. The product is [Cl:5][CH2:6][C:7]([C:13]1[CH:14]=[C:15]([CH3:16])[N:11]([CH3:10])[C:12]=1[CH3:17])=[O:8]. The yield is 0.150. (3) The reactants are Cl.Cl.[CH2:3]([O:5][C:6](=[O:12])[CH2:7][NH:8][CH2:9][CH2:10][NH2:11])[CH3:4].[Cl:13][C:14]1[C:19]2[N:20]=[C:21]([S:23](Cl)(=[O:25])=[O:24])[S:22][C:18]=2[CH:17]=[CH:16][C:15]=1[O:27][CH3:28]. No catalyst specified. The product is [CH2:3]([O:5][C:6](=[O:12])[CH2:7][NH:8][CH2:9][CH2:10][NH:11][S:23]([C:21]1[S:22][C:18]2[CH:17]=[CH:16][C:15]([O:27][CH3:28])=[C:14]([Cl:13])[C:19]=2[N:20]=1)(=[O:25])=[O:24])[CH3:4]. The yield is 0.890. (4) The reactants are Cl[C:2]1[N:7]=[CH:6][N:5]=[C:4]([NH2:8])[C:3]=1[C:9]1[O:13][N:12]=[C:11]([CH3:14])[N:10]=1.[NH2:15][C@H:16]([C:19]1[N:28]([CH:29]2[CH2:31][CH2:30]2)[C:27](=[O:32])[C:26]2[C:21](=[CH:22][CH:23]=[CH:24][C:25]=2[F:33])[N:20]=1)[CH2:17][CH3:18].CCN(C(C)C)C(C)C.CCOC(C)=O. The catalyst is CCCCO. The product is [NH2:8][C:4]1[N:5]=[CH:6][N:7]=[C:2]([NH:15][C@H:16]([C:19]2[N:28]([CH:29]3[CH2:30][CH2:31]3)[C:27](=[O:32])[C:26]3[C:21](=[CH:22][CH:23]=[CH:24][C:25]=3[F:33])[N:20]=2)[CH2:17][CH3:18])[C:3]=1[C:9]1[O:13][N:12]=[C:11]([CH3:14])[N:10]=1. The yield is 0.766.